This data is from Forward reaction prediction with 1.9M reactions from USPTO patents (1976-2016). The task is: Predict the product of the given reaction. (1) Given the reactants [CH2:1]([O:3][C:4](=[O:24])[CH2:5][C:6]1[C:15]2[CH2:14][CH2:13][CH2:12][CH2:11][C:10]=2[CH:9]=[C:8](OS(C(F)(F)F)(=O)=O)[CH:7]=1)[CH3:2].C1COCC1.[CH3:30][N:31]1[CH2:36][CH2:35][NH:34][CH2:33][CH2:32]1.C(P(C(C)(C)C)C1C=CC=CC=1C1C=CC=CC=1)(C)(C)C, predict the reaction product. The product is: [CH2:1]([O:3][C:4](=[O:24])[CH2:5][C:6]1[C:15]2[CH2:14][CH2:13][CH2:12][CH2:11][C:10]=2[CH:9]=[C:8]([N:34]2[CH2:35][CH2:36][N:31]([CH3:30])[CH2:32][CH2:33]2)[CH:7]=1)[CH3:2]. (2) The product is: [CH3:26][C:23]12[CH2:25][CH:19]([N:18]([C:16]([C:11]3[CH:12]=[CH:13][CH:14]=[C:15]4[C:10]=3[CH:9]=[CH:8][N:7]4[CH2:6][CH2:5][C:4]([OH:29])=[O:3])=[O:17])[CH2:24]1)[CH2:20][C:21]([CH3:28])([CH3:27])[CH2:22]2. Given the reactants C([O:3][C:4](=[O:29])[CH2:5][CH2:6][N:7]1[C:15]2[C:10](=[C:11]([C:16]([N:18]3[CH2:24][C:23]4([CH3:26])[CH2:25][CH:19]3[CH2:20][C:21]([CH3:28])([CH3:27])[CH2:22]4)=[O:17])[CH:12]=[CH:13][CH:14]=2)[CH:9]=[CH:8]1)C.[OH-].[Na+].Cl, predict the reaction product. (3) Given the reactants [F:1][C:2]([F:10])([F:9])[C:3]1[CH:4]=[N:5][CH:6]=[CH:7][CH:8]=1.[OH:11]O, predict the reaction product. The product is: [F:1][C:2]([F:10])([F:9])[C:3]1[CH:4]=[N+:5]([O-:11])[CH:6]=[CH:7][CH:8]=1. (4) Given the reactants [CH3:1][C:2]1[C:3](B2OC(C)(C)C(C)(C)O2)=[C:4]([CH:9]=[CH:10][CH:11]=1)[C:5]([O:7][CH3:8])=[O:6].Cl[C:22]1[N:27]=[CH:26][CH:25]=[CH:24][N:23]=1.C([O-])([O-])=O.[Na+].[Na+].O, predict the reaction product. The product is: [CH3:1][C:2]1[C:3]([C:22]2[N:27]=[CH:26][CH:25]=[CH:24][N:23]=2)=[C:4]([CH:9]=[CH:10][CH:11]=1)[C:5]([O:7][CH3:8])=[O:6]. (5) Given the reactants Cl[C:2]1[CH:7]=[C:6]([O:8][CH3:9])[N:5]=[C:4]([O:10][CH3:11])[N:3]=1.[C:12]([O:16][C:17]([N:19]1[CH2:24][CH2:23][CH:22]([NH2:25])[CH2:21][CH2:20]1)=[O:18])([CH3:15])([CH3:14])[CH3:13].C(N(C(C)C)C(C)C)C, predict the reaction product. The product is: [C:12]([O:16][C:17]([N:19]1[CH2:24][CH2:23][CH:22]([NH:25][C:2]2[CH:7]=[C:6]([O:8][CH3:9])[N:5]=[C:4]([O:10][CH3:11])[N:3]=2)[CH2:21][CH2:20]1)=[O:18])([CH3:15])([CH3:13])[CH3:14]. (6) Given the reactants Cl[C:2]1[N:7]=[CH:6][C:5]([C:8]([OH:10])=[O:9])=[CH:4][C:3]=1[I:11].[OH-].[K+].[F:14][C:15]([F:19])([F:18])[CH2:16][OH:17].Cl, predict the reaction product. The product is: [I:11][C:3]1[C:2]([O:17][CH2:16][C:15]([F:19])([F:18])[F:14])=[N:7][CH:6]=[C:5]([CH:4]=1)[C:8]([OH:10])=[O:9].